From a dataset of Peptide-MHC class II binding affinity with 134,281 pairs from IEDB. Regression. Given a peptide amino acid sequence and an MHC pseudo amino acid sequence, predict their binding affinity value. This is MHC class II binding data. (1) The MHC is DRB1_0901 with pseudo-sequence DRB1_0901. The binding affinity (normalized) is 0.462. The peptide sequence is LVKFVAGDGDVVAVD. (2) The binding affinity (normalized) is 0.389. The peptide sequence is FRILSSISLALVNSM. The MHC is DRB1_1101 with pseudo-sequence DRB1_1101. (3) The peptide sequence is DAFVTALTEALRV. The MHC is DRB1_0101 with pseudo-sequence DRB1_0101. The binding affinity (normalized) is 0.233. (4) The binding affinity (normalized) is 0.305. The MHC is HLA-DQA10301-DQB10302 with pseudo-sequence HLA-DQA10301-DQB10302. The peptide sequence is KTVSEGAVDIINKWQ. (5) The peptide sequence is ELLEFHYYLSSKLNK. The MHC is DRB5_0101 with pseudo-sequence DRB5_0101. The binding affinity (normalized) is 0.903. (6) The peptide sequence is IDGKSRKECPFSNRV. The MHC is HLA-DQA10303-DQB10402 with pseudo-sequence HLA-DQA10303-DQB10402. The binding affinity (normalized) is 0. (7) The binding affinity (normalized) is 0.448. The peptide sequence is VRKTIPDVIELAYQK. The MHC is DRB1_0901 with pseudo-sequence DRB1_0901.